This data is from Forward reaction prediction with 1.9M reactions from USPTO patents (1976-2016). The task is: Predict the product of the given reaction. (1) Given the reactants C(OC([NH:8][CH2:9][CH2:10][CH2:11][C@@H:12]([CH2:16][C:17]1[N:18]=[CH:19][N:20]2[C:29]3[C:24](=[CH:25][C:26]([CH3:30])=[CH:27][CH:28]=3)[CH2:23][CH2:22][C:21]=12)[C:13]([OH:15])=[O:14])=O)(C)(C)C.[ClH:31], predict the reaction product. The product is: [ClH:31].[ClH:31].[NH2:8][CH2:9][CH2:10][CH2:11][C@@H:12]([CH2:16][C:17]1[N:18]=[CH:19][N:20]2[C:29]3[C:24](=[CH:25][C:26]([CH3:30])=[CH:27][CH:28]=3)[CH2:23][CH2:22][C:21]=12)[C:13]([OH:15])=[O:14]. (2) Given the reactants [CH3:1][NH:2][C:3]1[N:8]=[C:7]([O:9][C:10]2[CH:15]=[CH:14][C:13]([N+:16]([O-])=O)=[CH:12][CH:11]=2)[CH:6]=[CH:5][N:4]=1, predict the reaction product. The product is: [NH2:16][C:13]1[CH:14]=[CH:15][C:10]([O:9][C:7]2[CH:6]=[CH:5][N:4]=[C:3]([NH:2][CH3:1])[N:8]=2)=[CH:11][CH:12]=1. (3) Given the reactants [CH3:1][O:2][C:3]1[CH2:8][C:7]([O:9][CH3:10])=[CH:6][CH2:5][CH:4]=1.C([Li])(C)(C)C.[I-].[Ba+2].[I-].[CH2:19](Cl)[CH:20]=[C:21]([CH3:23])[CH3:22], predict the reaction product. The product is: [CH3:1][O:2][C:3]1[CH:8]([CH2:19][CH:20]=[C:21]([CH3:23])[CH3:22])[C:7]([O:9][CH3:10])=[CH:6][CH2:5][CH:4]=1. (4) Given the reactants [CH3:1][O:2][C:3]1[CH:45]=[CH:44][C:6]([CH2:7][N:8]([CH2:35][C:36]2[CH:41]=[CH:40][C:39]([O:42][CH3:43])=[CH:38][CH:37]=2)[C:9]2[CH:14]=[C:13]([CH:15]([CH2:21][C:22]3[N:23]=[CH:24][N:25]4[C:34]5[C:29](=[CH:30][CH:31]=[CH:32][CH:33]=5)[CH2:28][CH2:27][C:26]=34)[C:16]([O:18]CC)=[O:17])[CH:12]=[CH:11][N:10]=2)=[CH:5][CH:4]=1.[OH-].[Na+], predict the reaction product. The product is: [CH3:1][O:2][C:3]1[CH:4]=[CH:5][C:6]([CH2:7][N:8]([CH2:35][C:36]2[CH:37]=[CH:38][C:39]([O:42][CH3:43])=[CH:40][CH:41]=2)[C:9]2[CH:14]=[C:13]([CH:15]([CH2:21][C:22]3[N:23]=[CH:24][N:25]4[C:34]5[C:29](=[CH:30][CH:31]=[CH:32][CH:33]=5)[CH2:28][CH2:27][C:26]=34)[C:16]([OH:18])=[O:17])[CH:12]=[CH:11][N:10]=2)=[CH:44][CH:45]=1. (5) The product is: [CH3:25][C:21]1[CH:20]=[C:19]([CH:24]=[CH:23][CH:22]=1)[O:18][C:17]1[CH:16]=[C:15]([CH:29]=[CH:28][CH:27]=1)[CH2:14][O:1][C:2]1[CH:3]=[CH:4][C:5]([CH2:8][CH2:9][C:10]([O:12][CH3:13])=[O:11])=[CH:6][CH:7]=1. Given the reactants [OH:1][C:2]1[CH:7]=[CH:6][C:5]([CH2:8][CH2:9][C:10]([O:12][CH3:13])=[O:11])=[CH:4][CH:3]=1.[CH3:14][C:15]1[CH:16]=[C:17]([CH:27]=[CH:28][CH:29]=1)[O:18][C:19]1[CH:20]=[C:21]([CH2:25]O)[CH:22]=[CH:23][CH:24]=1.C(P(CCCC)CCCC)CCC.N(C(N1CCCCC1)=O)=NC(N1CCCCC1)=O, predict the reaction product. (6) Given the reactants C1(C)C=CC(S(O)(=O)=O)=CC=1.[Si]([O:19][CH2:20][CH2:21][O:22][C:23]1[S:24][CH:25]=[CH:26][N:27]=1)(C(C)(C)C)(C)C.C([O-])(O)=O.[Na+], predict the reaction product. The product is: [S:24]1[CH:25]=[CH:26][N:27]=[C:23]1[O:22][CH2:21][CH2:20][OH:19].